Dataset: Forward reaction prediction with 1.9M reactions from USPTO patents (1976-2016). Task: Predict the product of the given reaction. Given the reactants COC1C=C(OC)C=CC=1C[N:6]1[CH2:14][C:13]2[C:8](=[CH:9][CH:10]=[C:11]([N+:15]([O-:17])=[O:16])[CH:12]=2)[CH2:7]1.C1(OC)C=CC=CC=1.[C:32]([OH:38])([C:34]([F:37])([F:36])[F:35])=[O:33], predict the reaction product. The product is: [F:35][C:34]([F:37])([F:36])[C:32]([OH:38])=[O:33].[N+:15]([C:11]1[CH:12]=[C:13]2[C:8](=[CH:9][CH:10]=1)[CH2:7][NH:6][CH2:14]2)([O-:17])=[O:16].